Dataset: Peptide-MHC class II binding affinity with 134,281 pairs from IEDB. Task: Regression. Given a peptide amino acid sequence and an MHC pseudo amino acid sequence, predict their binding affinity value. This is MHC class II binding data. (1) The peptide sequence is GELSIVDKIDAAFKI. The MHC is DRB3_0202 with pseudo-sequence DRB3_0202. The binding affinity (normalized) is 0.289. (2) The peptide sequence is INGTNFILALCIIFV. The MHC is H-2-IAb with pseudo-sequence H-2-IAb. The binding affinity (normalized) is 0. (3) The peptide sequence is GVLYVGSKTKEGVVH. The MHC is DRB4_0101 with pseudo-sequence DRB4_0103. The binding affinity (normalized) is 0.279. (4) The peptide sequence is TALTGAMRVTKDTND. The MHC is HLA-DQA10601-DQB10402 with pseudo-sequence HLA-DQA10601-DQB10402. The binding affinity (normalized) is 0.412. (5) The peptide sequence is GELQIVDKIDAAFTI. The MHC is DRB1_0401 with pseudo-sequence DRB1_0401. The binding affinity (normalized) is 0.536.